Task: Predict the reactants needed to synthesize the given product.. Dataset: Full USPTO retrosynthesis dataset with 1.9M reactions from patents (1976-2016) (1) Given the product [CH3:1][O:2][C:3](=[O:31])[C@@H:4]1[CH2:8][CH:7]([NH2:9])[CH2:6][N:5]1[C:12](=[O:30])[CH2:13][CH2:14][C:15]1[CH:20]=[CH:19][CH:18]=[C:17]([CH2:21][NH:22][C:23]([O:25][C:26]([CH3:27])([CH3:28])[CH3:29])=[O:24])[CH:16]=1, predict the reactants needed to synthesize it. The reactants are: [CH3:1][O:2][C:3](=[O:31])[C@@H:4]1[CH2:8][CH:7]([N:9]=[N+]=[N-])[CH2:6][N:5]1[C:12](=[O:30])[CH2:13][CH2:14][C:15]1[CH:20]=[CH:19][CH:18]=[C:17]([CH2:21][NH:22][C:23]([O:25][C:26]([CH3:29])([CH3:28])[CH3:27])=[O:24])[CH:16]=1. (2) Given the product [ClH:24].[ClH:55].[CH:3]1([NH:6][C:7]([C:9]2[C:17]3[CH:16]=[C:15]([C:18]4[C:23]([Cl:24])=[CH:22][N:21]=[C:20]([NH:25][CH2:26][CH2:27][CH2:40][CH:48]5[CH2:47][CH2:46][CH2:49][NH:50][CH2:51]5)[N:19]=4)[S:14][C:13]=3[CH:12]=[CH:11][CH:10]=2)=[O:8])[CH2:5][CH2:4]1, predict the reactants needed to synthesize it. The reactants are: Cl.Cl.[CH:3]1([NH:6][C:7]([C:9]2[C:17]3[CH:16]=[C:15]([C:18]4[C:23]([Cl:24])=[CH:22][N:21]=[C:20]([NH:25][CH2:26][CH2:27]C5CCNCC5)[N:19]=4)[S:14][C:13]=3[CH:12]=[CH:11][CH:10]=2)=[O:8])[CH2:5][CH2:4]1.C1(NC([C:40]2[C:48]3[CH:47]=[C:46]([C:49]4C([Cl:55])=CN=[C:51](Cl)[N:50]=4)SC=3C=CC=2)=O)CC1.C(OC(N1CCCC(CCCN)C1)=O)(C)(C)C. (3) Given the product [CH3:14][O:15][C:16](=[O:20])[CH2:17][CH2:12][C:6]1[C:5]2[C:9](=[CH:10][CH:11]=[C:3]([O:2][CH3:1])[CH:4]=2)[NH:8][CH:7]=1, predict the reactants needed to synthesize it. The reactants are: [CH3:1][O:2][C:3]1[CH:4]=[C:5]2[C:9](=[CH:10][CH:11]=1)[NH:8][CH:7]=[C:6]2[CH2:12]O.[CH3:14][O:15][C:16]([O:20][Si](C)(C)C)=[C:17](C)C.Cl([O-])(=O)(=O)=O.[Mg+2].Cl([O-])(=O)(=O)=O.